Dataset: Catalyst prediction with 721,799 reactions and 888 catalyst types from USPTO. Task: Predict which catalyst facilitates the given reaction. (1) Reactant: [CH3:1][C:2]([CH3:4])=O.C(O)(=O)C.C([BH3-])#N.[Na+].[NH2:13][C@H:14]([C:24]1[CH:29]=[CH:28][C:27]([Cl:30])=[CH:26][CH:25]=1)[C@@H:15]([C:17]1[CH:22]=[CH:21][CH:20]=[C:19]([Cl:23])[CH:18]=1)[OH:16]. Product: [Cl:23][C:19]1[CH:18]=[C:17]([C@@H:15]([OH:16])[C@@H:14]([C:24]2[CH:29]=[CH:28][C:27]([Cl:30])=[CH:26][CH:25]=2)[NH:13][CH:2]([CH3:4])[CH3:1])[CH:22]=[CH:21][CH:20]=1. The catalyst class is: 5. (2) Reactant: Br[CH2:2][CH2:3][CH2:4][CH2:5][N:6]1[C:14](=[O:15])[C:13]2[C:8](=[CH:9][CH:10]=[CH:11][CH:12]=2)[C:7]1=[O:16].[CH3:17][S-:18].[Na+]. Product: [CH3:17][S:18][CH2:2][CH2:3][CH2:4][CH2:5][N:6]1[C:14](=[O:15])[C:13]2[C:8](=[CH:9][CH:10]=[CH:11][CH:12]=2)[C:7]1=[O:16]. The catalyst class is: 5. (3) Reactant: [Br:1][C:2]1[CH:25]=[CH:24][C:5]2[N:6]=[C:7]([C:9]3[CH:10]=[C:11]([CH:21]=[CH:22][CH:23]=3)[O:12][CH2:13][C:14]([O:16]C(C)(C)C)=[O:15])[O:8][C:4]=2[CH:3]=1.Cl.C(OCC)(=O)C.O. Product: [Br:1][C:2]1[CH:25]=[CH:24][C:5]2[N:6]=[C:7]([C:9]3[CH:10]=[C:11]([CH:21]=[CH:22][CH:23]=3)[O:12][CH2:13][C:14]([OH:16])=[O:15])[O:8][C:4]=2[CH:3]=1. The catalyst class is: 7.